From a dataset of Reaction yield outcomes from USPTO patents with 853,638 reactions. Predict the reaction yield, written as a fraction of the theoretical maximum amount of product (1.0 means a 100% yield; for example, 0.34 means a 34% yield). (1) The reactants are C1(C(NC2C(C(N)=[O:15])=CN=C(SC)N=2)(C)C)CC1.C1C=C(Cl)C=C(C(OO)=O)C=1.[CH:30]1([C:33]([NH:36][C:37]2[C:42]([C:43]([NH2:45])=[O:44])=[CH:41][N:40]=[C:39]([S:46]([CH3:48])=[O:47])[N:38]=2)([CH3:35])[CH3:34])[CH2:32][CH2:31]1. The catalyst is C1COCC1. The product is [CH:30]1([C:33]([NH:36][C:37]2[C:42]([C:43]([NH2:45])=[O:44])=[CH:41][N:40]=[C:39]([S:46]([CH3:48])(=[O:15])=[O:47])[N:38]=2)([CH3:35])[CH3:34])[CH2:32][CH2:31]1. The yield is 0.900. (2) The reactants are Br[C:2](=[CH2:12])[CH2:3][C:4]([O:10][CH3:11])([CH3:9])[C:5]([O:7][CH3:8])=[O:6].C(#N)C.BrN1C(=[O:22])CCC1=O.[BrH:24]. The catalyst is ClCCl.O. The product is [Br:24][CH2:12][C:2](=[O:22])[CH2:3][C:4]([O:10][CH3:11])([CH3:9])[C:5]([O:7][CH3:8])=[O:6]. The yield is 0.928. (3) The reactants are [C:1]([O:5][C:6](=[O:35])[NH:7][CH2:8][C:9]1[CH:34]=[CH:33][C:12]2[N:13]([CH2:28][CH2:29][CH2:30][CH2:31][OH:32])[C:14]([CH2:16][N:17]3[C:25]4[C:20](=[CH:21][CH:22]=[CH:23][CH:24]=4)[C:19]([CH:26]=[CH2:27])=[N:18]3)=[N:15][C:11]=2[CH:10]=1)([CH3:4])([CH3:3])[CH3:2]. The catalyst is CO.[Pd]. The product is [C:1]([O:5][C:6](=[O:35])[NH:7][CH2:8][C:9]1[CH:34]=[CH:33][C:12]2[N:13]([CH2:28][CH2:29][CH2:30][CH2:31][OH:32])[C:14]([CH2:16][N:17]3[C:25]4[C:20](=[CH:21][CH:22]=[CH:23][CH:24]=4)[C:19]([CH2:26][CH3:27])=[N:18]3)=[N:15][C:11]=2[CH:10]=1)([CH3:2])([CH3:3])[CH3:4]. The yield is 0.920. (4) The yield is 0.160. The reactants are S(=O)(=O)(O)O.[OH:6][C:7]1[CH:12]=[CH:11][C:10]([C:13]([OH:22])([C:18]([F:21])([F:20])[F:19])[C:14]([F:17])([F:16])[F:15])=[CH:9][C:8]=1[CH2:23][CH2:24][CH3:25].[N+:26]([O-])([OH:28])=[O:27]. No catalyst specified. The product is [OH:6][C:7]1[C:8]([CH2:23][CH2:24][CH3:25])=[CH:9][C:10]([C:13]([OH:22])([C:14]([F:15])([F:16])[F:17])[C:18]([F:19])([F:20])[F:21])=[CH:11][C:12]=1[N+:26]([O-:28])=[O:27]. (5) The reactants are [CH2:1]([N:10]1[C:15](=[O:16])[C:14]([CH2:17]OS(C)(=O)=O)=[CH:13][C:12]([C:23]2[CH:28]=[CH:27][C:26]([F:29])=[C:25]([CH3:30])[CH:24]=2)=[N:11]1)[CH:2]=[CH:3][C:4]1[CH:9]=[CH:8][CH:7]=[CH:6][CH:5]=1.[CH3:31][NH:32][CH3:33]. No catalyst specified. The product is [CH2:1]([N:10]1[C:15](=[O:16])[C:14]([CH2:17][N:32]([CH3:33])[CH3:31])=[CH:13][C:12]([C:23]2[CH:28]=[CH:27][C:26]([F:29])=[C:25]([CH3:30])[CH:24]=2)=[N:11]1)[CH:2]=[CH:3][C:4]1[CH:9]=[CH:8][CH:7]=[CH:6][CH:5]=1. The yield is 0.909. (6) The reactants are [Br:1][C:2]1[CH:7]=[CH:6][C:5]([N+:8]([O-:10])=[O:9])=[C:4](F)[CH:3]=1.[NH:12]1[CH2:19][CH2:18][CH2:17][C@H:13]1[C:14]([OH:16])=[O:15].C(=O)([O-])[O-].[K+].[K+].Cl. The yield is 0.480. The catalyst is C(O)C.O. The product is [Br:1][C:2]1[CH:7]=[CH:6][C:5]([N+:8]([O-:10])=[O:9])=[C:4]([N:12]2[CH2:19][CH2:18][CH2:17][CH:13]2[C:14]([OH:16])=[O:15])[CH:3]=1.